From a dataset of NCI-60 drug combinations with 297,098 pairs across 59 cell lines. Regression. Given two drug SMILES strings and cell line genomic features, predict the synergy score measuring deviation from expected non-interaction effect. (1) Drug 1: CN1C2=C(C=C(C=C2)N(CCCl)CCCl)N=C1CCCC(=O)O.Cl. Drug 2: CC12CCC3C(C1CCC2O)C(CC4=C3C=CC(=C4)O)CCCCCCCCCS(=O)CCCC(C(F)(F)F)(F)F. Cell line: NCI-H522. Synergy scores: CSS=12.5, Synergy_ZIP=-3.97, Synergy_Bliss=-2.33, Synergy_Loewe=0.655, Synergy_HSA=0.836. (2) Drug 1: C1CCN(CC1)CCOC2=CC=C(C=C2)C(=O)C3=C(SC4=C3C=CC(=C4)O)C5=CC=C(C=C5)O. Drug 2: N.N.Cl[Pt+2]Cl. Cell line: EKVX. Synergy scores: CSS=0.207, Synergy_ZIP=-1.06, Synergy_Bliss=-3.32, Synergy_Loewe=-1.46, Synergy_HSA=-3.11.